This data is from Full USPTO retrosynthesis dataset with 1.9M reactions from patents (1976-2016). The task is: Predict the reactants needed to synthesize the given product. Given the product [CH3:18][N:19]([CH3:24])[CH2:20][CH2:21][CH2:22][NH:23][C:15]([C:14]1[C:10]2[C:9]3[CH:8]=[CH:7][CH:6]=[CH:5][C:4]=3[NH:3][C:2](=[O:1])[C:11]=2[NH:12][CH:13]=1)=[O:17], predict the reactants needed to synthesize it. The reactants are: [O:1]=[C:2]1[C:11]2[NH:12][CH:13]=[C:14]([C:15]([OH:17])=O)[C:10]=2[C:9]2[CH:8]=[CH:7][CH:6]=[CH:5][C:4]=2[NH:3]1.[CH3:18][N:19]([CH3:24])[CH2:20][CH2:21][CH2:22][NH2:23].